From a dataset of Human liver microsome stability data. Regression/Classification. Given a drug SMILES string, predict its absorption, distribution, metabolism, or excretion properties. Task type varies by dataset: regression for continuous measurements (e.g., permeability, clearance, half-life) or binary classification for categorical outcomes (e.g., BBB penetration, CYP inhibition). Dataset: hlm. (1) The compound is Cc1cc(-c2ccc(NCC(=O)Nc3ccc(-c4cnccn4)cn3)cc2)ccn1. The result is 0 (unstable in human liver microsomes). (2) The compound is C[C@H]1C[C@H](C(=O)O)CC[C@H]1C(=O)N1CC[C@@]2(S(=O)(=O)c3cccc(F)c3)c3ccc(C(F)(C(F)(F)F)C(F)(F)F)cc3CC[C@@H]12. The result is 0 (unstable in human liver microsomes). (3) The molecule is COc1ccc(CN2CCN(c3ccc(-c4nc5ccccc5o4)cc3)CC2)cn1. The result is 0 (unstable in human liver microsomes). (4) The drug is Cn1c(=O)c(F)c(Nc2ccc(I)cc2F)c2c(=O)n(C[C@@H](O)CO)cnc21. The result is 0 (unstable in human liver microsomes). (5) The drug is O=C1CCc2cc(C(=O)NC[C@H]3CC[C@@H](COc4ccccc4)CC3)ccc2N1. The result is 1 (stable in human liver microsomes).